Dataset: Full USPTO retrosynthesis dataset with 1.9M reactions from patents (1976-2016). Task: Predict the reactants needed to synthesize the given product. (1) Given the product [OH:27][CH2:26][C:25]([NH:24][C:21]([C:11]1[C:10]([NH:9][C:7]([C:2]2[CH:3]=[CH:4][CH:5]=[CH:6][N:1]=2)=[O:8])=[CH:14][N:13]([CH:15]2[CH2:20][CH2:19][CH2:18][CH2:17][O:16]2)[N:12]=1)=[O:23])([CH3:29])[CH3:28], predict the reactants needed to synthesize it. The reactants are: [N:1]1[CH:6]=[CH:5][CH:4]=[CH:3][C:2]=1[C:7]([NH:9][C:10]1[C:11]([C:21]([OH:23])=O)=[N:12][N:13]([CH:15]2[CH2:20][CH2:19][CH2:18][CH2:17][O:16]2)[CH:14]=1)=[O:8].[NH2:24][C:25]([CH3:29])([CH3:28])[CH2:26][OH:27].CCN=C=NCCCN(C)C.C1C=CC2N(O)N=NC=2C=1.C(=O)([O-])O.[Na+]. (2) The reactants are: [F:1][C:2]([F:15])([F:14])[C:3]1[CH:4]=[C:5]([OH:13])[CH:6]=[C:7]([C:9]([F:12])([F:11])[F:10])[CH:8]=1.CI.[C:18]([O-])([O-])=O.[K+].[K+]. Given the product [CH3:18][O:13][C:5]1[CH:4]=[C:3]([C:2]([F:14])([F:15])[F:1])[CH:8]=[C:7]([C:9]([F:11])([F:10])[F:12])[CH:6]=1, predict the reactants needed to synthesize it. (3) Given the product [CH3:12][N:13]1[C:17]([C:18]2[S:28][C:21]3[N:22]=[CH:23][N:24]=[C:25]([S:36]([CH3:1])(=[O:39])=[O:35])[C:20]=3[CH:19]=2)=[C:16]([C:29]2[CH:34]=[CH:33][CH:32]=[CH:31][CH:30]=2)[N:15]=[CH:14]1, predict the reactants needed to synthesize it. The reactants are: [CH:1]1C=C(Cl)C=C(C(OO)=O)C=1.[CH3:12][N:13]1[C:17]([C:18]2[S:28][C:21]3[N:22]=[CH:23][N:24]=[C:25](SC)[C:20]=3[CH:19]=2)=[C:16]([C:29]2[CH:34]=[CH:33][CH:32]=[CH:31][CH:30]=2)[N:15]=[CH:14]1.[O-:35][S:36]([O-:39])(=S)=O.[Na+].[Na+]. (4) Given the product [C:1]([O:5][C:6]([N:8]1[CH2:9][CH2:10][CH:11]([NH:14][C:15]2[C:20]([NH:21][C:39](=[O:40])[CH2:38][NH:37][C:34](=[O:36])[CH3:35])=[CH:19][N:18]=[C:17]3[N:22]([S:25]([C:28]4[CH:33]=[CH:32][CH:31]=[CH:30][CH:29]=4)(=[O:26])=[O:27])[CH:23]=[CH:24][C:16]=23)[CH2:12][CH2:13]1)=[O:7])([CH3:4])([CH3:2])[CH3:3], predict the reactants needed to synthesize it. The reactants are: [C:1]([O:5][C:6]([N:8]1[CH2:13][CH2:12][CH:11]([NH:14][C:15]2[C:20]([NH2:21])=[CH:19][N:18]=[C:17]3[N:22]([S:25]([C:28]4[CH:33]=[CH:32][CH:31]=[CH:30][CH:29]=4)(=[O:27])=[O:26])[CH:23]=[CH:24][C:16]=23)[CH2:10][CH2:9]1)=[O:7])([CH3:4])([CH3:3])[CH3:2].[C:34]([NH:37][CH2:38][C:39](O)=[O:40])(=[O:36])[CH3:35].CN(C(ON1N=NC2C=CC=CC1=2)=[N+](C)C)C.F[P-](F)(F)(F)(F)F.CCN(C(C)C)C(C)C. (5) Given the product [Cl:33][C:27]1[CH:28]=[CH:29][CH:30]=[C:31]([Cl:32])[C:26]=1[C:25]([NH:24][C:21]1[CH:20]=[CH:19][C:18]([CH2:17][C@H:13]([NH:12][C:10](=[O:11])[C:9]2[C:8]([Cl:38])=[CH:7][C:6]([O:5][CH2:4][CH2:3][CH2:2][NH:1][C:47](=[O:46])[CH2:48][CH2:49][O:50][CH2:51][CH2:52][O:53][CH2:54][CH2:55][O:56][CH2:57][CH2:58][O:59][CH2:60][CH2:61][O:62][CH2:63][CH2:64][O:65][CH2:66][CH2:67][O:68][CH2:69][CH2:70][O:71][CH2:72][CH2:73][NH:74][C:75](=[O:85])[CH2:76][CH2:77][N:78]3[C:82](=[O:83])[CH:81]=[CH:80][C:79]3=[O:84])=[CH:36][C:35]=2[Cl:37])[C:14]([OH:16])=[O:15])=[CH:23][CH:22]=1)=[O:34], predict the reactants needed to synthesize it. The reactants are: [NH2:1][CH2:2][CH2:3][CH2:4][O:5][C:6]1[CH:36]=[C:35]([Cl:37])[C:9]([C:10]([NH:12][C@@H:13]([CH2:17][C:18]2[CH:23]=[CH:22][C:21]([NH:24][C:25](=[O:34])[C:26]3[C:31]([Cl:32])=[CH:30][CH:29]=[CH:28][C:27]=3[Cl:33])=[CH:20][CH:19]=2)[C:14]([OH:16])=[O:15])=[O:11])=[C:8]([Cl:38])[CH:7]=1.O=C1CCC(=O)N1[O:46][C:47](=O)[CH2:48][CH2:49][O:50][CH2:51][CH2:52][O:53][CH2:54][CH2:55][O:56][CH2:57][CH2:58][O:59][CH2:60][CH2:61][O:62][CH2:63][CH2:64][O:65][CH2:66][CH2:67][O:68][CH2:69][CH2:70][O:71][CH2:72][CH2:73][NH:74][C:75](=[O:85])[CH2:76][CH2:77][N:78]1[C:82](=[O:83])[CH:81]=[CH:80][C:79]1=[O:84].CCN(C(C)C)C(C)C. (6) Given the product [CH2:31]([O:30][C:28]([N:27]=[S:25]([C:22]1[CH:21]=[CH:20][C:19]([NH:18][C:2]2[N:7]=[C:6]([NH:8][CH2:9][CH2:10][CH2:11][OH:12])[C:5]([C:13]3[S:14][CH:15]=[CH:16][CH:17]=3)=[CH:4][N:3]=2)=[CH:24][CH:23]=1)([CH3:33])=[O:26])=[O:29])[CH3:32], predict the reactants needed to synthesize it. The reactants are: Cl[C:2]1[N:7]=[C:6]([NH:8][CH2:9][CH2:10][CH2:11][OH:12])[C:5]([C:13]2[S:14][CH:15]=[CH:16][CH:17]=2)=[CH:4][N:3]=1.[NH2:18][C:19]1[CH:24]=[CH:23][C:22]([S:25]([CH3:33])(=[N:27][C:28]([O:30][CH2:31][CH3:32])=[O:29])=[O:26])=[CH:21][CH:20]=1.